From a dataset of Catalyst prediction with 721,799 reactions and 888 catalyst types from USPTO. Predict which catalyst facilitates the given reaction. (1) Reactant: [OH:1][C@@H:2]1[C@H:6]([OH:7])[C@@H:5]([CH2:8][OH:9])[O:4][C@H:3]1[N:10]1[CH:15]=[C:14]([F:16])[C:13](=[O:17])[N:12]([CH2:18]/[CH:19]=[C:20](\[CH3:32])/[CH2:21][CH2:22]/[CH:23]=[C:24](\[CH3:31])/[CH2:25][CH2:26][CH:27]=[C:28]([CH3:30])[CH3:29])[C:11]1=[O:33].[C:34]1(C)[CH:39]=CC(S(O)(=O)=O)=C[CH:35]=1. Product: [F:16][C:14]1[C:13](=[O:17])[N:12]([CH2:18]/[CH:19]=[C:20](\[CH3:32])/[CH2:21][CH2:22]/[CH:23]=[C:24](\[CH3:31])/[CH2:25][CH2:26][CH:27]=[C:28]([CH3:29])[CH3:30])[C:11](=[O:33])[N:10]([C@H:3]2[C@H:2]3[C@H:6]([O:7][C:34]([CH3:39])([CH3:35])[O:1]3)[C@@H:5]([CH2:8][OH:9])[O:4]2)[CH:15]=1. The catalyst class is: 21. (2) Reactant: [I-].[CH:2]([C:5]1[CH:10]=[C:9]([C:11]([F:14])([F:13])[F:12])[CH:8]=[CH:7][C:6]=1[C:15]1[O:16]CC(C)(C)[N+]=1C)([CH3:4])[CH3:3].[OH-:23].[Na+].Cl. Product: [CH:2]([C:5]1[CH:10]=[C:9]([C:11]([F:12])([F:13])[F:14])[CH:8]=[CH:7][C:6]=1[C:15]([OH:16])=[O:23])([CH3:3])[CH3:4]. The catalyst class is: 5. (3) Reactant: [CH3:1][NH:2][N:3]=[CH:4][C:5]1[CH:10]=[CH:9][CH:8]=[CH:7][CH:6]=1.C(O[CH:14]=[C:15]([C:21](=[O:25])[CH:22]([F:24])[F:23])[C:16]([O:18][CH2:19][CH3:20])=[O:17])C. Product: [F:24][CH:22]([F:23])[C:21](=[O:25])[C:15](=[CH:14][N:2]([CH3:1])[N:3]=[CH:4][C:5]1[CH:10]=[CH:9][CH:8]=[CH:7][CH:6]=1)[C:16]([O:18][CH2:19][CH3:20])=[O:17]. The catalyst class is: 11. (4) Reactant: [Cl:1][C:2]1[CH:3]=[CH:4][C:5]([C:8]2[NH:9][C:10]3[N:11]([N:15]=[CH:16][C:17]=3[C:18]([NH2:20])=[O:19])[C:12](=[O:14])[CH:13]=2)=[N:6][CH:7]=1.[CH3:21][C:22]1C=CC(S(O)(=O)=O)=CC=1.BrCC(OCC)OCC. Product: [Cl:1][C:2]1[CH:3]=[CH:4][C:5]([C:8]2[NH:9][C:10]3[N:11]([N:15]=[CH:16][C:17]=3[C:18]3[O:19][CH:21]=[CH:22][N:20]=3)[C:12](=[O:14])[CH:13]=2)=[N:6][CH:7]=1. The catalyst class is: 37. (5) Reactant: [Br:1][C:2]1[CH:8]=[C:7]([CH3:9])[C:5]([NH2:6])=[C:4]([CH3:10])[CH:3]=1.[C:11](Cl)(=[O:17])[CH2:12][CH2:13][CH2:14][CH2:15][CH3:16]. Product: [Br:1][C:2]1[CH:8]=[C:7]([CH3:9])[C:5]([NH:6][C:11](=[O:17])[CH2:12][CH2:13][CH2:14][CH2:15][CH3:16])=[C:4]([CH3:10])[CH:3]=1. The catalyst class is: 10. (6) Reactant: Br[C:2]1[CH:7]=[CH:6][N:5]2[C:8](=[O:15])[N:9]([CH2:11][CH:12]([CH3:14])[CH3:13])[N:10]=[C:4]2[C:3]=1[C:16]1[CH:21]=[CH:20][C:19]([Cl:22])=[CH:18][CH:17]=1.[Cl:23][C:24]1[CH:29]=[C:28]([Cl:30])[CH:27]=[CH:26][C:25]=1B(O)O.C([O-])([O-])=O.[K+].[K+]. Product: [Cl:22][C:19]1[CH:20]=[CH:21][C:16]([C:3]2[C:4]3[N:5]([C:8](=[O:15])[N:9]([CH2:11][CH:12]([CH3:14])[CH3:13])[N:10]=3)[CH:6]=[CH:7][C:2]=2[C:27]2[CH:26]=[CH:25][C:24]([Cl:23])=[CH:29][C:28]=2[Cl:30])=[CH:17][CH:18]=1. The catalyst class is: 70. (7) Reactant: CS(O[C@@H:6]1[CH2:15][O:14][C@H:13]2[C@@H:8]([O:9][CH:10]([C:16]3[CH:21]=[CH:20][CH:19]=[CH:18][CH:17]=3)[O:11][CH2:12]2)[CH2:7]1)(=O)=O.C([O-])(=[S:24])C.[K+].[Na].[Cl-].[NH4+]. Product: [C:16]1([CH:10]2[O:9][C@H:8]3[CH2:7][C@@H:6]([SH:24])[CH2:15][O:14][C@@H:13]3[CH2:12][O:11]2)[CH:21]=[CH:20][CH:19]=[CH:18][CH:17]=1. The catalyst class is: 121.